This data is from Forward reaction prediction with 1.9M reactions from USPTO patents (1976-2016). The task is: Predict the product of the given reaction. (1) Given the reactants [Cl:1][C:2]1[CH:3]=[CH:4][C:5]2[O:18][CH:17]([C:19](O)=[O:20])[N:8]3[C:9]4[CH:10]=[CH:11][CH:12]=[C:13]([F:16])[C:14]=4[CH:15]=[C:7]3[C:6]=2[N:22]=1.[NH4+].[Cl-].C1C=CC2N(O)N=[N:31]C=2C=1.CCN=C=NCCCN(C)C.C(N(CC)CC)C, predict the reaction product. The product is: [Cl:1][C:2]1[CH:3]=[CH:4][C:5]2[O:18][CH:17]([C:19]([NH2:31])=[O:20])[N:8]3[C:9]4[CH:10]=[CH:11][CH:12]=[C:13]([F:16])[C:14]=4[CH:15]=[C:7]3[C:6]=2[N:22]=1. (2) Given the reactants [CH2:1]([O:8][C:9]([N:11]1[CH2:16][CH2:15][CH:14]([OH:17])[CH:13]([N:18]=[N+]=[N-])[CH2:12]1)=[O:10])[C:2]1[CH:7]=[CH:6][CH:5]=[CH:4][CH:3]=1.C1(P(C2C=CC=CC=2)C2C=CC=CC=2)C=CC=CC=1.O.C(N(CC)CC)C.[C:48]([O:52][C:53](O[C:53]([O:52][C:48]([CH3:51])([CH3:50])[CH3:49])=[O:54])=[O:54])([CH3:51])([CH3:50])[CH3:49], predict the reaction product. The product is: [CH2:1]([O:8][C:9]([N:11]1[CH2:16][CH2:15][CH:14]([OH:17])[CH:13]([NH:18][C:53]([O:52][C:48]([CH3:51])([CH3:50])[CH3:49])=[O:54])[CH2:12]1)=[O:10])[C:2]1[CH:7]=[CH:6][CH:5]=[CH:4][CH:3]=1.